From a dataset of Full USPTO retrosynthesis dataset with 1.9M reactions from patents (1976-2016). Predict the reactants needed to synthesize the given product. (1) Given the product [O:47]1[CH2:51][CH2:50][C@@H:49]([NH:52][C:30](=[O:31])[CH:29]([C:26]2[CH:27]=[CH:28][C:23]([C:21]3[CH:20]=[N:19][N:18]4[C:14]([C:10]5[CH:11]=[CH:12][CH:13]=[C:8]([NH:7][C:5]([NH:4][CH2:3][C:2]([F:35])([F:34])[F:1])=[O:6])[CH:9]=5)=[CH:15][N:16]=[C:17]4[CH:22]=3)=[CH:24][CH:25]=2)[CH3:33])[CH2:48]1, predict the reactants needed to synthesize it. The reactants are: [F:1][C:2]([F:35])([F:34])[CH2:3][NH:4][C:5]([NH:7][C:8]1[CH:9]=[C:10]([C:14]2[N:18]3[N:19]=[CH:20][C:21]([C:23]4[CH:28]=[CH:27][C:26]([CH:29]([CH3:33])[C:30](O)=[O:31])=[CH:25][CH:24]=4)=[CH:22][C:17]3=[N:16][CH:15]=2)[CH:11]=[CH:12][CH:13]=1)=[O:6].CC1C=CC(S(O)(=O)=O)=CC=1.[O:47]1[CH2:51][CH2:50][C@@H:49]([NH2:52])[CH2:48]1. (2) Given the product [CH3:1][N:2]1[CH2:7][CH2:6][NH:5][CH2:4][CH:3]1[CH2:23][C:22]1[CH:21]=[CH:20][C:19]([C:17]([O:16][CH3:15])=[O:18])=[CH:26][CH:25]=1, predict the reactants needed to synthesize it. The reactants are: [CH3:1][N:2]1[CH2:7][CH2:6][NH:5][CH2:4][CH2:3]1.C(N(CC)CC)C.[CH3:15][O:16][C:17]([C:19]1[CH:26]=[CH:25][C:22]([CH2:23]Br)=[CH:21][CH:20]=1)=[O:18].